Task: Regression. Given a peptide amino acid sequence and an MHC pseudo amino acid sequence, predict their binding affinity value. This is MHC class I binding data.. Dataset: Peptide-MHC class I binding affinity with 185,985 pairs from IEDB/IMGT (1) The peptide sequence is KKKLRPRWL. The MHC is HLA-B08:01 with pseudo-sequence HLA-B08:01. The binding affinity (normalized) is 0.127. (2) The binding affinity (normalized) is 0.213. The peptide sequence is SQISNTEMY. The MHC is HLA-A01:01 with pseudo-sequence HLA-A01:01.